This data is from Catalyst prediction with 721,799 reactions and 888 catalyst types from USPTO. The task is: Predict which catalyst facilitates the given reaction. Reactant: [C:7](O[C:7](=[O:11])[CH:8]([CH3:10])[CH3:9])(=[O:11])[CH:8]([CH3:10])[CH3:9].[NH:12]1[CH2:17][CH2:16][CH:15]([NH:18][C:19]([NH:21][C:22]2[CH:27]=[CH:26][C:25]([O:28][C:29]([F:32])([F:31])[F:30])=[CH:24][CH:23]=2)=[O:20])[CH2:14][CH2:13]1.CCN(CC)CC.CO.O. Product: [C:7]([N:12]1[CH2:17][CH2:16][CH:15]([NH:18][C:19]([NH:21][C:22]2[CH:27]=[CH:26][C:25]([O:28][C:29]([F:30])([F:31])[F:32])=[CH:24][CH:23]=2)=[O:20])[CH2:14][CH2:13]1)(=[O:11])[CH:8]([CH3:9])[CH3:10]. The catalyst class is: 2.